This data is from NCI-60 drug combinations with 297,098 pairs across 59 cell lines. The task is: Regression. Given two drug SMILES strings and cell line genomic features, predict the synergy score measuring deviation from expected non-interaction effect. (1) Drug 1: C1=NC2=C(N=C(N=C2N1C3C(C(C(O3)CO)O)F)Cl)N. Drug 2: CCN(CC)CCNC(=O)C1=C(NC(=C1C)C=C2C3=C(C=CC(=C3)F)NC2=O)C. Cell line: UACC62. Synergy scores: CSS=3.80, Synergy_ZIP=-1.04, Synergy_Bliss=-0.400, Synergy_Loewe=-0.813, Synergy_HSA=-0.668. (2) Drug 2: CC1=C(C=C(C=C1)C(=O)NC2=CC(=CC(=C2)C(F)(F)F)N3C=C(N=C3)C)NC4=NC=CC(=N4)C5=CN=CC=C5. Drug 1: C1C(C(OC1N2C=C(C(=O)NC2=O)F)CO)O. Cell line: ACHN. Synergy scores: CSS=-1.70, Synergy_ZIP=1.05, Synergy_Bliss=1.88, Synergy_Loewe=-3.08, Synergy_HSA=-1.79. (3) Drug 1: CC1=C(C=C(C=C1)C(=O)NC2=CC(=CC(=C2)C(F)(F)F)N3C=C(N=C3)C)NC4=NC=CC(=N4)C5=CN=CC=C5. Drug 2: C1=CC=C(C(=C1)C(C2=CC=C(C=C2)Cl)C(Cl)Cl)Cl. Cell line: SF-295. Synergy scores: CSS=1.55, Synergy_ZIP=-0.798, Synergy_Bliss=-0.670, Synergy_Loewe=-4.75, Synergy_HSA=-2.02.